Predict the reactants needed to synthesize the given product. From a dataset of Full USPTO retrosynthesis dataset with 1.9M reactions from patents (1976-2016). (1) Given the product [CH2:43]([N:45]([CH2:57][CH3:58])[CH2:46][CH2:47][O:48][C:49]1[CH:56]=[CH:55][C:52]([CH2:53][N:1]([C@H:2]2[CH2:7][CH2:6][C@@H:5]([N:8]3[C:13](=[O:14])[C:12]4[CH:15]=[C:16]([F:19])[CH:17]=[N:18][C:11]=4[N:10]([C:20]4[CH:21]=[C:22]([C:26]5[CH:27]=[CH:28][C:29]([CH2:32][N:33]6[CH2:38][CH2:37][N:36]([CH:39]([CH3:40])[CH3:41])[CH2:35][CH2:34]6)=[CH:30][CH:31]=5)[CH:23]=[CH:24][CH:25]=4)[C:9]3=[O:42])[CH2:4][CH2:3]2)[C:59](=[O:61])[CH3:60])=[CH:51][CH:50]=1)[CH3:44], predict the reactants needed to synthesize it. The reactants are: [NH2:1][C@@H:2]1[CH2:7][CH2:6][C@H:5]([N:8]2[C:13](=[O:14])[C:12]3[CH:15]=[C:16]([F:19])[CH:17]=[N:18][C:11]=3[N:10]([C:20]3[CH:21]=[C:22]([C:26]4[CH:31]=[CH:30][C:29]([CH2:32][N:33]5[CH2:38][CH2:37][N:36]([CH:39]([CH3:41])[CH3:40])[CH2:35][CH2:34]5)=[CH:28][CH:27]=4)[CH:23]=[CH:24][CH:25]=3)[C:9]2=[O:42])[CH2:4][CH2:3]1.[CH2:43]([N:45]([CH2:57][CH3:58])[CH2:46][CH2:47][O:48][C:49]1[CH:56]=[CH:55][C:52]([CH:53]=O)=[CH:51][CH:50]=1)[CH3:44].[C:59](O[BH-](OC(=O)C)OC(=O)C)(=[O:61])[CH3:60].[Na+].C(Cl)(=O)C.C(N(CC)CC)C. (2) Given the product [CH2:1]([NH:8][C:9]([C:11]1[S:15][C:14]([N:16]2[CH2:20][CH2:19][N:18]([CH2:30][C:31]3[CH:38]=[CH:37][C:34]([C:35]#[N:36])=[CH:33][CH:32]=3)[C:17]2=[O:21])=[N:13][C:12]=1[CH3:22])=[O:10])[C:2]1[CH:7]=[CH:6][CH:5]=[CH:4][CH:3]=1, predict the reactants needed to synthesize it. The reactants are: [CH2:1]([NH:8][C:9]([C:11]1[S:15][C:14]([N:16]2[CH2:20][CH2:19][NH:18][C:17]2=[O:21])=[N:13][C:12]=1[CH3:22])=[O:10])[C:2]1[CH:7]=[CH:6][CH:5]=[CH:4][CH:3]=1.C(=O)([O-])[O-].[K+].[K+].Cl[CH2:30][C:31]1[CH:38]=[CH:37][C:34]([C:35]#[N:36])=[CH:33][CH:32]=1. (3) Given the product [CH3:18][O:19][C:20](=[O:32])[CH2:21][C@H:22]1[C:26]2[CH:27]=[CH:28][C:29]([O:17][C@H:12]3[C:13]4[C:9](=[C:8]([CH:3]([O:2][CH3:1])[C:4]([CH3:7])([CH3:6])[CH3:5])[CH:16]=[CH:15][CH:14]=4)[CH2:10][CH2:11]3)=[CH:30][C:25]=2[O:24][CH2:23]1, predict the reactants needed to synthesize it. The reactants are: [CH3:1][O:2][CH:3]([C:8]1[CH:16]=[CH:15][CH:14]=[C:13]2[C:9]=1[CH2:10][CH2:11][C@@H:12]2[OH:17])[C:4]([CH3:7])([CH3:6])[CH3:5].[CH3:18][O:19][C:20](=[O:32])[CH2:21][C@H:22]1[C:26]2[CH:27]=[CH:28][C:29](O)=[CH:30][C:25]=2[O:24][CH2:23]1.